This data is from Full USPTO retrosynthesis dataset with 1.9M reactions from patents (1976-2016). The task is: Predict the reactants needed to synthesize the given product. (1) Given the product [NH2:18][N:5]1[C:6]([C:9]([O:11][CH3:12])=[O:10])=[CH:7][N:8]=[C:4]1[CH:1]([CH3:3])[CH3:2], predict the reactants needed to synthesize it. The reactants are: [CH:1]([C:4]1[NH:5][C:6]([C:9]([O:11][CH3:12])=[O:10])=[CH:7][N:8]=1)([CH3:3])[CH3:2].[Li].C[Si]([NH-:18])(C)C.C1(P(ON)(C2C=CC=CC=2)=O)C=CC=CC=1. (2) Given the product [CH3:1][O:2][N:3]=[C:4]([C:8]1[CH:13]=[CH:12][C:11]([O:14][CH2:15][CH2:16][CH2:17][O:18][C:19]2[C:20]([Cl:32])=[CH:21][C:22]([O:26][CH2:27][CH:28]=[C:29]([Cl:30])[Cl:31])=[CH:23][C:24]=2[Cl:25])=[CH:10][CH:9]=1)[C:5](=[N:36][O:35][CH3:34])[CH3:6], predict the reactants needed to synthesize it. The reactants are: [CH3:1][O:2][N:3]=[C:4]([C:8]1[CH:13]=[CH:12][C:11]([O:14][CH2:15][CH2:16][CH2:17][O:18][C:19]2[C:24]([Cl:25])=[CH:23][C:22]([O:26][CH2:27][CH:28]=[C:29]([Cl:31])[Cl:30])=[CH:21][C:20]=2[Cl:32])=[CH:10][CH:9]=1)[C:5](=O)[CH3:6].Cl.[CH3:34][O:35][NH2:36].